From a dataset of Reaction yield outcomes from USPTO patents with 853,638 reactions. Predict the reaction yield, written as a fraction of the theoretical maximum amount of product (1.0 means a 100% yield; for example, 0.34 means a 34% yield). The reactants are FC(F)(F)C1C=C(NC(=O)NC2C=CC(C3SC(CCC(OC)=O)=NC=3)=CC=2)C=CC=1.[NH2:32][C:33]1[CH:38]=[CH:37][C:36]([C:39]2[S:43][C:42]([CH2:44][CH2:45][NH:46][S:47]([C:50]([F:53])([F:52])[F:51])(=[O:49])=[O:48])=[N:41][CH:40]=2)=[CH:35][CH:34]=1.[F:54][C:55]1[CH:60]=[CH:59][CH:58]=[CH:57][C:56]=1[N:61]=[C:62]=[O:63]. No catalyst specified. The product is [F:53][C:50]([F:51])([F:52])[S:47]([NH:46][CH2:45][CH2:44][C:42]1[S:43][C:39]([C:36]2[CH:35]=[CH:34][C:33]([NH:32][C:62]([NH:61][C:56]3[CH:57]=[CH:58][CH:59]=[CH:60][C:55]=3[F:54])=[O:63])=[CH:38][CH:37]=2)=[CH:40][N:41]=1)(=[O:49])=[O:48]. The yield is 0.790.